This data is from Catalyst prediction with 721,799 reactions and 888 catalyst types from USPTO. The task is: Predict which catalyst facilitates the given reaction. (1) Reactant: [C:1]1(=[O:11])[C:10]2[C:5](=[CH:6][CH:7]=[CH:8][CH:9]=2)[CH2:4][CH2:3][CH2:2]1.[N-:12]=[N+]=[N-].[Na+]. Product: [NH:12]1[C:1](=[O:11])[CH2:2][CH2:3][CH2:4][C:5]2[CH:6]=[CH:7][CH:8]=[CH:9][C:10]1=2. The catalyst class is: 501. (2) Reactant: [NH:1]1[CH2:5][CH2:4][C@H:3]([O:6]/[N:7]=[C:8](/[C:10]2[N:15]=[C:14]3[N:16]([CH2:19][C:20]4[CH:21]=[C:22]5[C:27](=[CH:28][C:29]=4[F:30])[N:26]=[CH:25][CH:24]=[CH:23]5)[N:17]=[N:18][C:13]3=[N:12][CH:11]=2)\[CH3:9])[CH2:2]1.[N:31]([Si](C)(C)C)=[C:32]=[O:33]. Product: [F:30][C:29]1[CH:28]=[C:27]2[C:22]([CH:23]=[CH:24][CH:25]=[N:26]2)=[CH:21][C:20]=1[CH2:19][N:16]1[C:14]2=[N:15][C:10](/[C:8](=[N:7]/[O:6][C@H:3]3[CH2:4][CH2:5][N:1]([C:32]([NH2:31])=[O:33])[CH2:2]3)/[CH3:9])=[CH:11][N:12]=[C:13]2[N:18]=[N:17]1. The catalyst class is: 14. (3) Reactant: [F:1][C:2]1[C:3]([NH:19][C@@H:20]2[CH2:25][CH2:24][CH2:23][N:22]([C:26](=[O:29])[CH:27]=[CH2:28])[CH2:21]2)=[N:4][C:5]([NH:8][C:9]2[CH:18]=[C:17]3[C:12]([CH2:13][CH2:14][NH:15][CH2:16]3)=[CH:11][CH:10]=2)=[N:6][CH:7]=1.C([O-])([O-])=O.[K+].[K+].CC1C=CC(S(O[CH2:47][CH:48]2[CH2:51][O:50][CH2:49]2)(=O)=O)=CC=1. Product: [F:1][C:2]1[C:3]([NH:19][C@@H:20]2[CH2:25][CH2:24][CH2:23][N:22]([C:26](=[O:29])[CH:27]=[CH2:28])[CH2:21]2)=[N:4][C:5]([NH:8][C:9]2[CH:18]=[C:17]3[C:12]([CH2:13][CH2:14][N:15]([CH2:47][CH:48]4[CH2:51][O:50][CH2:49]4)[CH2:16]3)=[CH:11][CH:10]=2)=[N:6][CH:7]=1. The catalyst class is: 23. (4) Reactant: [N:1]1[CH:6]=[CH:5][CH:4]=[CH:3][C:2]=1[C@H:7]([C@H:9]1[CH2:15][CH2:14][C:11]2([CH2:13][CH2:12]2)[O:10]1)[OH:8].CC(OI1(OC(C)=O)(OC(C)=O)OC(=O)C2C=CC=CC1=2)=O. Product: [N:1]1[CH:6]=[CH:5][CH:4]=[CH:3][C:2]=1[C:7]([C@H:9]1[CH2:15][CH2:14][C:11]2([CH2:13][CH2:12]2)[O:10]1)=[O:8]. The catalyst class is: 2. (5) Reactant: Br[C:2]1[CH:22]=[CH:21][C:5]2[NH:6][C:7]([CH2:9][O:10][C:11]3[CH:16]=[CH:15][C:14]([C:17]([F:20])([F:19])[F:18])=[CH:13][CH:12]=3)=[N:8][C:4]=2[CH:3]=1.[C:23]([C:26]1[CH:31]=[CH:30][CH:29]=[CH:28][C:27]=1B(O)O)(=[O:25])[CH3:24].C(=O)([O-])[O-].[Na+].[Na+]. Product: [F:18][C:17]([F:20])([F:19])[C:14]1[CH:15]=[CH:16][C:11]([O:10][CH2:9][C:7]2[NH:6][C:5]3[CH:21]=[CH:22][C:2]([C:27]4[CH:28]=[CH:29][CH:30]=[CH:31][C:26]=4[C:23](=[O:25])[CH3:24])=[CH:3][C:4]=3[N:8]=2)=[CH:12][CH:13]=1. The catalyst class is: 149. (6) Reactant: [C:1]([C:5]1[CH:6]=[C:7]([N+:14]([O-:16])=[O:15])[C:8]([O:12][CH3:13])=[C:9]([CH:11]=1)[NH2:10])([CH3:4])([CH3:3])[CH3:2].C1(C)C=CC=CC=1.[CH3:24][S:25](Cl)(=[O:27])=[O:26].Cl. Product: [C:1]([C:5]1[CH:6]=[C:7]([N+:14]([O-:16])=[O:15])[C:8]([O:12][CH3:13])=[C:9]([NH:10][S:25]([CH3:24])(=[O:27])=[O:26])[CH:11]=1)([CH3:4])([CH3:2])[CH3:3]. The catalyst class is: 803. (7) Reactant: CC(C)([O-])C.[K+].[CH3:7][N:8]1[CH:12]=[C:11]([CH2:13][CH2:14][C:15]([O:17]C)=O)[CH:10]=[N:9]1.[CH:19](OC)=O.[NH2:23][C:24]([NH2:26])=[S:25]. Product: [CH3:7][N:8]1[CH:12]=[C:11]([CH2:13][C:14]2[C:15](=[O:17])[NH:23][C:24](=[S:25])[NH:26][CH:19]=2)[CH:10]=[N:9]1. The catalyst class is: 36.